Dataset: Full USPTO retrosynthesis dataset with 1.9M reactions from patents (1976-2016). Task: Predict the reactants needed to synthesize the given product. Given the product [Br-:15].[Br:15][CH2:16][CH2:17][C:1]1[C:14]2[C:5](=[NH+:6][CH:7]=[C:8]3[C:13]=2[CH:12]=[CH:11][CH:10]=[CH:9]3)[CH:4]=[CH:3][CH:2]=1, predict the reactants needed to synthesize it. The reactants are: [CH:1]1[C:14]2[C:5](=[N:6][CH:7]=[C:8]3[C:13]=2[CH:12]=[CH:11][CH:10]=[CH:9]3)[CH:4]=[CH:3][CH:2]=1.[Br:15][CH2:16][CH2:17]Br.[K+].[Br-].